Dataset: Reaction yield outcomes from USPTO patents with 853,638 reactions. Task: Predict the reaction yield, written as a fraction of the theoretical maximum amount of product (1.0 means a 100% yield; for example, 0.34 means a 34% yield). The reactants are [C:1](O)(=O)C.C(O)(=O)C.[CH2:9]([NH:16][CH2:17][CH2:18][NH:19][CH2:20][C:21]1[CH:26]=[CH:25][CH:24]=[CH:23][CH:22]=1)[C:10]1[CH:15]=[CH:14][CH:13]=[CH:12][CH:11]=1.[N+:27]([CH2:30][CH2:31]C1C=CC=CC=1)([O-:29])=[O:28].C=O.[C:40]1([CH3:46])[CH:45]=[CH:44][CH:43]=[CH:42][CH:41]=1.CO. No catalyst specified. The product is [CH2:9]([N:16]1[CH2:31][C:30]([CH2:46][C:40]2[CH:45]=[CH:44][CH:43]=[CH:42][CH:41]=2)([N+:27]([O-:29])=[O:28])[CH2:1][N:19]([CH2:20][C:21]2[CH:26]=[CH:25][CH:24]=[CH:23][CH:22]=2)[CH2:18][CH2:17]1)[C:10]1[CH:11]=[CH:12][CH:13]=[CH:14][CH:15]=1. The yield is 0.890.